Dataset: Peptide-MHC class II binding affinity with 134,281 pairs from IEDB. Task: Regression. Given a peptide amino acid sequence and an MHC pseudo amino acid sequence, predict their binding affinity value. This is MHC class II binding data. (1) The peptide sequence is GYTPATPAAPAGAEP. The MHC is HLA-DQA10104-DQB10503 with pseudo-sequence HLA-DQA10104-DQB10503. The binding affinity (normalized) is 0.0461. (2) The peptide sequence is DFQEFAKLLFTNPVK. The MHC is HLA-DQA10301-DQB10302 with pseudo-sequence HLA-DQA10301-DQB10302. The binding affinity (normalized) is 0.0925. (3) The MHC is DRB1_0404 with pseudo-sequence DRB1_0404. The binding affinity (normalized) is 0.573. The peptide sequence is EMTYKNKVVKVLRPA. (4) The peptide sequence is PPVSFHGSDGCWYPM. The MHC is DRB3_0301 with pseudo-sequence DRB3_0301. The binding affinity (normalized) is 0.367. (5) The peptide sequence is MPVDPDNEAYEMPSE. The MHC is HLA-DPA10103-DPB10401 with pseudo-sequence HLA-DPA10103-DPB10401. The binding affinity (normalized) is 0.0395.